Dataset: Full USPTO retrosynthesis dataset with 1.9M reactions from patents (1976-2016). Task: Predict the reactants needed to synthesize the given product. Given the product [F:1][C:2]1[CH:3]=[C:4]([CH:7]=[C:8]([OH:11])[C:9]=1[OH:10])[CH:5]=[O:6], predict the reactants needed to synthesize it. The reactants are: [F:1][C:2]1[CH:3]=[C:4]([CH:7]=[C:8]([O:11]C)[C:9]=1[OH:10])[CH:5]=[O:6].[Al+3].[Cl-].[Cl-].[Cl-].N1C=CC=CC=1.